From a dataset of Forward reaction prediction with 1.9M reactions from USPTO patents (1976-2016). Predict the product of the given reaction. (1) Given the reactants [Cl:1][C:2]1[N:3]=[CH:4][NH:5][CH:6]=1.Cl[C:8]1[C:13]([O:14][CH3:15])=[CH:12][C:11]([N+:16]([O-:18])=[O:17])=[CH:10][N:9]=1.[OH-].[K+].O, predict the reaction product. The product is: [Cl:1][C:2]1[N:3]=[CH:4][N:5]([C:8]2[C:13]([O:14][CH3:15])=[CH:12][C:11]([N+:16]([O-:18])=[O:17])=[CH:10][N:9]=2)[CH:6]=1. (2) Given the reactants [NH:1]([C:3](=[O:25])[CH:4]([NH:16][C:17](=[O:24])[C:18]1[CH:23]=[CH:22][CH:21]=[CH:20][CH:19]=1)[C:5]1[C:14]2[C:9](=[CH:10][CH:11]=[CH:12][CH:13]=2)[C:8](=[O:15])[NH:7][N:6]=1)[NH2:2].[Br:26][C:27]1[CH:28]=[C:29]([CH:32]=[CH:33][CH:34]=1)[CH:30]=O.C(O)(=O)C, predict the reaction product. The product is: [Br:26][C:27]1[CH:28]=[C:29]([CH:32]=[CH:33][CH:34]=1)/[CH:30]=[N:2]/[NH:1][C:3](=[O:25])[CH:4]([NH:16][C:17](=[O:24])[C:18]1[CH:23]=[CH:22][CH:21]=[CH:20][CH:19]=1)[C:5]1[C:14]2[C:9](=[CH:10][CH:11]=[CH:12][CH:13]=2)[C:8](=[O:15])[NH:7][N:6]=1. (3) Given the reactants [Cl:1][C:2]1[CH:7]=[CH:6][N:5]2[N:8]=[C:9]([C:16]3[CH:21]=[CH:20][C:19]([F:22])=[CH:18][CH:17]=3)[C:10]([C:11](=O)[C:12]#[C:13]C)=[C:4]2[CH:3]=1.Cl.[CH:24]1([NH:29][C:30]([NH2:32])=[NH:31])[CH2:28][CH2:27][CH2:26][CH2:25]1.C(=O)([O-])[O-].[K+].[K+].O, predict the reaction product. The product is: [Cl:1][C:2]1[CH:7]=[CH:6][N:5]2[N:8]=[C:9]([C:16]3[CH:17]=[CH:18][C:19]([F:22])=[CH:20][CH:21]=3)[C:10]([C:11]3[CH:12]=[CH:13][N:32]=[C:30]([NH:29][CH:24]4[CH2:28][CH2:27][CH2:26][CH2:25]4)[N:31]=3)=[C:4]2[CH:3]=1.